Dataset: Peptide-MHC class I binding affinity with 185,985 pairs from IEDB/IMGT. Task: Regression. Given a peptide amino acid sequence and an MHC pseudo amino acid sequence, predict their binding affinity value. This is MHC class I binding data. (1) The peptide sequence is QAQLNAWGC. The MHC is Mamu-A70103 with pseudo-sequence Mamu-A70103. The binding affinity (normalized) is 0.246. (2) The peptide sequence is KVFAPKQKM. The MHC is HLA-A02:01 with pseudo-sequence HLA-A02:01. The binding affinity (normalized) is 0.118.